Dataset: Forward reaction prediction with 1.9M reactions from USPTO patents (1976-2016). Task: Predict the product of the given reaction. Given the reactants [S:1]([CH2:6][CH2:7][CH2:8][OH:9])[CH2:2][CH2:3][CH2:4][OH:5].[H-].[Na+].[Si:12](Cl)([C:15]([CH3:18])([CH3:17])[CH3:16])([CH3:14])[CH3:13], predict the reaction product. The product is: [C:15]([Si:12]([CH3:14])([CH3:13])[O:5][CH2:4][CH2:3][CH2:2][S:1][CH2:6][CH2:7][CH2:8][OH:9])([CH3:18])([CH3:17])[CH3:16].